From a dataset of Peptide-MHC class I binding affinity with 185,985 pairs from IEDB/IMGT. Regression. Given a peptide amino acid sequence and an MHC pseudo amino acid sequence, predict their binding affinity value. This is MHC class I binding data. (1) The MHC is HLA-B40:01 with pseudo-sequence HLA-B40:01. The binding affinity (normalized) is 0.0847. The peptide sequence is RLAELIGPA. (2) The binding affinity (normalized) is 0.486. The MHC is Patr-A0701 with pseudo-sequence Patr-A0701. The peptide sequence is DYCSRNLYV. (3) The peptide sequence is LAVSAYTPW. The MHC is HLA-B15:17 with pseudo-sequence HLA-B15:17. The binding affinity (normalized) is 0.851. (4) The peptide sequence is RMAWDMMMNW. The MHC is Mamu-B17 with pseudo-sequence Mamu-B17. The binding affinity (normalized) is 0.530. (5) The peptide sequence is KTVKYPNL. The MHC is H-2-Db with pseudo-sequence H-2-Db. The binding affinity (normalized) is 0. (6) The binding affinity (normalized) is 0.215. The peptide sequence is TPLHKYCVNL. The MHC is HLA-B54:01 with pseudo-sequence HLA-B54:01. (7) The peptide sequence is KAYKIISLK. The MHC is HLA-B57:01 with pseudo-sequence HLA-B57:01. The binding affinity (normalized) is 0.0847.